The task is: Predict the reactants needed to synthesize the given product.. This data is from Full USPTO retrosynthesis dataset with 1.9M reactions from patents (1976-2016). Given the product [CH:1]([C@@H:4]1[C:9]([O:10][CH3:11])=[N:8][C@@H:7]([CH2:20][CH2:19][CH2:18][CH2:17][CH2:21][C:22]2([CH3:27])[O:26][CH2:25][CH2:24][O:23]2)[C:6]([O:13][CH3:14])=[N:5]1)([CH3:2])[CH3:3], predict the reactants needed to synthesize it. The reactants are: [CH:1]([C@@H:4]1[C:9]([O:10][CH2:11]C)=[N:8][CH2:7][C:6]([O:13][CH2:14]C)=[N:5]1)([CH3:3])[CH3:2].[Li][CH2:17][CH2:18][CH2:19][CH3:20].[CH3:21][CH:22]1[O:26][CH2:25][CH2:24][O:23]1.[CH2:27]1COCC1.